From a dataset of Full USPTO retrosynthesis dataset with 1.9M reactions from patents (1976-2016). Predict the reactants needed to synthesize the given product. (1) Given the product [CH3:1][O:2][C:3]1[CH:4]=[C:5]([CH:8]=[CH:9][C:10]=1[N:11]1[CH:15]=[C:14]([CH3:16])[N:13]=[CH:12]1)[CH2:6][NH2:18], predict the reactants needed to synthesize it. The reactants are: [CH3:1][O:2][C:3]1[CH:4]=[C:5]([CH:8]=[CH:9][C:10]=1[N:11]1[CH:15]=[C:14]([CH3:16])[N:13]=[CH:12]1)[CH:6]=O.Cl.[NH2:18]O.O.[H][H]. (2) Given the product [Cl:1][C:2]1[CH:3]=[C:4]2[C:8](=[CH:9][CH:10]=1)[NH:7][CH:6]=[C:5]2[CH2:11][CH2:12][NH:13][C:14]([C:15]1[CH:20]=[CH:19][C:18]([C:26]2[CH:27]=[CH:28][CH:29]=[CH:30][C:25]=2[C:24]([F:35])([F:34])[F:23])=[CH:17][CH:16]=1)=[O:22], predict the reactants needed to synthesize it. The reactants are: [Cl:1][C:2]1[CH:3]=[C:4]2[C:8](=[CH:9][CH:10]=1)[NH:7][CH:6]=[C:5]2[CH2:11][CH2:12][NH:13][C:14](=[O:22])[C:15]1[CH:20]=[CH:19][C:18](I)=[CH:17][CH:16]=1.[F:23][C:24]([F:35])([F:34])[C:25]1[CH:30]=[CH:29][CH:28]=[CH:27][C:26]=1B(O)O.C(=O)([O-])[O-].[Na+].[Na+]. (3) Given the product [CH3:49][S:50]([OH:53])(=[O:52])=[O:51].[CH3:17][C:4]1[CH:5]=[C:6]([O:8][CH2:9][CH2:10][N:11]2[CH2:15][CH2:14][CH2:13][C:12]2=[O:16])[CH:7]=[C:2]([CH3:1])[C:3]=1[C:18]1[CH:23]=[CH:22][CH:21]=[C:20]([CH2:24][NH:25][C:26]2[CH:31]=[CH:30][C:29]([CH2:32][CH2:33][C:34]([OH:36])=[O:35])=[C:28]([F:41])[CH:27]=2)[CH:19]=1, predict the reactants needed to synthesize it. The reactants are: [CH3:1][C:2]1[CH:7]=[C:6]([O:8][CH2:9][CH2:10][N:11]2[CH2:15][CH2:14][CH2:13][C:12]2=[O:16])[CH:5]=[C:4]([CH3:17])[C:3]=1[C:18]1[CH:23]=[CH:22][CH:21]=[C:20]([CH2:24][NH:25][C:26]2[CH:31]=[CH:30][C:29]([CH2:32][CH2:33][C:34]([O:36]C(C)(C)C)=[O:35])=[C:28]([F:41])[CH:27]=2)[CH:19]=1.FC(F)(F)C(O)=O.[CH3:49][S:50]([OH:53])(=[O:52])=[O:51]. (4) Given the product [NH:5]1[CH2:30][CH2:31][N:32]=[C:4]1[C:3]1[CH:6]=[CH:7][C:8]([N:10]2[CH2:11][CH2:12][O:13][CH2:14][CH2:15]2)=[CH:9][C:2]=1[NH2:1], predict the reactants needed to synthesize it. The reactants are: [NH2:1][C:2]1[CH:9]=[C:8]([N:10]2[CH2:15][CH2:14][O:13][CH2:12][CH2:11]2)[CH:7]=[CH:6][C:3]=1[C:4]#[N:5].P12(SP3(SP(SP(S3)(S1)=S)(=S)S2)=S)=S.[CH2:30](N)[CH2:31][NH2:32]. (5) Given the product [C:19]([C:20]1[CH:27]=[CH:26][C:23]([CH2:24][NH:25][C:4](=[O:6])[CH:3]([O:2][CH3:1])[C:7]2[CH:12]=[CH:11][C:10]([O:13][C:14]([F:17])([F:16])[F:15])=[CH:9][CH:8]=2)=[CH:22][CH:21]=1)#[N:18], predict the reactants needed to synthesize it. The reactants are: [CH3:1][O:2][CH:3]([C:7]1[CH:12]=[CH:11][C:10]([O:13][C:14]([F:17])([F:16])[F:15])=[CH:9][CH:8]=1)[C:4]([OH:6])=O.[NH2:18][CH2:19][C:20]1[CH:27]=[CH:26][C:23]([C:24]#[N:25])=[CH:22][CH:21]=1. (6) Given the product [NH2:12][C:7]1([C:10]#[N:11])[CH2:8][CH2:9][N:4]([CH2:5][C:6]2[CH:9]=[CH:8][CH:7]=[CH:6][CH:5]=2)[CH2:1]1, predict the reactants needed to synthesize it. The reactants are: [C:1]([N:4]1[CH2:9][CH2:8][C:7]([NH2:12])([C:10]#[N:11])[CH2:6][CH2:5]1)(=O)C.C(=O)([O-])[O-].[Na+].[Na+]. (7) Given the product [C:1]([C:5]1[C:9]([Cl:19])=[C:8]([C:10]([O:12][CH2:13][CH3:14])=[O:11])[N:7]([CH3:15])[N:6]=1)([CH3:4])([CH3:2])[CH3:3], predict the reactants needed to synthesize it. The reactants are: [C:1]([C:5]1[CH:9]=[C:8]([C:10]([O:12][CH2:13][CH3:14])=[O:11])[N:7]([CH3:15])[N:6]=1)([CH3:4])([CH3:3])[CH3:2].S(Cl)([Cl:19])(=O)=O.O. (8) Given the product [C:14]([O:13][C:11](=[O:12])[C@@H:10]([NH:18][C:19]([O:21][C:22]([CH3:23])([CH3:24])[CH3:25])=[O:20])[CH2:9][CH2:8][C:7]([C:26]([O:28][CH2:29][C:30]1[CH:31]=[CH:32][CH:33]=[CH:34][CH:35]=1)=[O:27])([C:6]([O:5][C:1]([CH3:2])([CH3:3])[CH3:4])=[O:36])[CH2:39][C:40]1[CH:45]=[CH:44][C:43]([O:28][CH2:29][C:30]2[CH:35]=[CH:34][CH:33]=[CH:32][CH:31]=2)=[CH:42][CH:41]=1)([CH3:17])([CH3:16])[CH3:15], predict the reactants needed to synthesize it. The reactants are: [C:1]([O:5][C:6](=[O:36])[C@H:7]([C:26]([O:28][CH2:29][C:30]1[CH:35]=[CH:34][CH:33]=[CH:32][CH:31]=1)=[O:27])[CH2:8][CH2:9][CH:10]([NH:18][C:19]([O:21][C:22]([CH3:25])([CH3:24])[CH3:23])=[O:20])[C:11]([O:13][C:14]([CH3:17])([CH3:16])[CH3:15])=[O:12])([CH3:4])([CH3:3])[CH3:2].[H-].[Na+].[CH2:39](Br)[C:40]1[CH:45]=[CH:44][CH:43]=[CH:42][CH:41]=1. (9) Given the product [O:1]1[C:5]2[CH:6]=[CH:7][C:8]([CH2:10][N:11]([CH3:27])[CH2:12][CH2:13][CH2:14][N:15]([C:17]3[S:21][N:20]=[C:19]([N:22]4[CH:26]=[CH:25][N:24]=[CH:23]4)[N:18]=3)[CH3:16])=[CH:9][C:4]=2[O:3][CH2:2]1, predict the reactants needed to synthesize it. The reactants are: [O:1]1[C:5]2[CH:6]=[CH:7][C:8]([CH2:10][NH:11][CH2:12][CH2:13][CH2:14][N:15]([C:17]3[S:21][N:20]=[C:19]([N:22]4[CH:26]=[CH:25][N:24]=[CH:23]4)[N:18]=3)[CH3:16])=[CH:9][C:4]=2[O:3][CH2:2]1.[CH2:27]=O. (10) Given the product [CH2:1]([O:3][C:4](=[O:31])[CH2:5][O:6][C:7]1[CH:12]=[CH:11][C:10]([S:13][C:14]2[CH:19]=[C:18]([C:20]#[C:21][CH2:22][C:23]3[CH:28]=[CH:27][CH:26]=[CH:25][CH:24]=3)[CH:17]=[C:16]([O:29][CH2:40][CH2:39][CH2:38][N:32]3[CH2:37][CH2:36][O:35][CH2:34][CH2:33]3)[CH:15]=2)=[CH:9][C:8]=1[CH3:30])[CH3:2], predict the reactants needed to synthesize it. The reactants are: [CH2:1]([O:3][C:4](=[O:31])[CH2:5][O:6][C:7]1[CH:12]=[CH:11][C:10]([S:13][C:14]2[CH:19]=[C:18]([C:20]#[C:21][CH2:22][C:23]3[CH:28]=[CH:27][CH:26]=[CH:25][CH:24]=3)[CH:17]=[C:16]([OH:29])[CH:15]=2)=[CH:9][C:8]=1[CH3:30])[CH3:2].[N:32]1([CH2:38][CH2:39][CH2:40]O)[CH2:37][CH2:36][O:35][CH2:34][CH2:33]1.C(P(CCCC)CCCC)CCC.N(C(N1CCCCC1)=O)=NC(N1CCCCC1)=O.